This data is from Catalyst prediction with 721,799 reactions and 888 catalyst types from USPTO. The task is: Predict which catalyst facilitates the given reaction. (1) Reactant: [C:1]([N:8]1[CH2:16][CH2:15][CH:11]([C:12]([OH:14])=O)[CH2:10][CH2:9]1)([O:3][C:4]([CH3:7])([CH3:6])[CH3:5])=[O:2].CN(C(ON1N=NC2C=CC=NC1=2)=[N+](C)C)C.F[P-](F)(F)(F)(F)F.CCN(C(C)C)C(C)C.[C:50]([NH:60][CH2:61][CH2:62][NH2:63])([O:52][CH2:53][C:54]1[CH:59]=[CH:58][CH:57]=[CH:56][CH:55]=1)=[O:51]. Product: [C:4]([O:3][C:1]([N:8]1[CH2:9][CH2:10][CH:11]([C:12](=[O:14])[NH:63][CH2:62][CH2:61][NH:60][C:50]([O:52][CH2:53][C:54]2[CH:59]=[CH:58][CH:57]=[CH:56][CH:55]=2)=[O:51])[CH2:15][CH2:16]1)=[O:2])([CH3:5])([CH3:6])[CH3:7]. The catalyst class is: 794. (2) Reactant: [C:1]([O:5][C:6]([N:8]1[CH2:13][CH2:12][CH:11]([NH2:14])[CH2:10][CH2:9]1)=[O:7])([CH3:4])([CH3:3])[CH3:2].C(N(CC)CC)C.Cl[C:23]1[CH:28]=[C:27]([CH3:29])[C:26]([N+:30]([O-:32])=[O:31])=[CH:25][N:24]=1.Cl. Product: [C:1]([O:5][C:6]([N:8]1[CH2:13][CH2:12][CH:11]([NH:14][C:23]2[CH:28]=[C:27]([CH3:29])[C:26]([N+:30]([O-:32])=[O:31])=[CH:25][N:24]=2)[CH2:10][CH2:9]1)=[O:7])([CH3:4])([CH3:2])[CH3:3]. The catalyst class is: 6. (3) Reactant: [CH3:1][N:2]([CH3:6])[CH2:3][CH2:4][OH:5].[CH3:7][C:8]1[N:13]=[C:12]([C:14]2[N:15]=[C:16]3[N:20](C(=O)C)[CH2:19][CH2:18][N:17]3[C:24]=2[C:25]2[CH:26]=[C:27]3[C:32](=[CH:33][CH:34]=2)[N:31]=[CH:30][C:29](N2C=CC=N2)=[N:28]3)[CH:11]=[CH:10][CH:9]=1.C([O-])([O-])=O.[K+].[K+]. Product: [CH3:1][N:2]([CH3:6])[CH2:3][CH2:4][O:5][C:29]1[CH:30]=[N:31][C:32]2[C:27](=[CH:26][C:25]([C:24]3[N:17]4[CH2:18][CH2:19][NH:20][C:16]4=[N:15][C:14]=3[C:12]3[CH:11]=[CH:10][CH:9]=[C:8]([CH3:7])[N:13]=3)=[CH:34][CH:33]=2)[N:28]=1. The catalyst class is: 3. (4) Reactant: [CH3:1][O:2][C:3]1[CH:12]=[C:11]2[C:6]([CH2:7][C:8](=O)[CH2:9][O:10]2)=[CH:5][CH:4]=1.[CH2:14]([NH2:17])[CH2:15][CH3:16].C(O)(=O)C.C(O[BH-](OC(=O)C)OC(=O)C)(=O)C.[Na+].[OH-].[Na+]. Product: [CH3:1][O:2][C:3]1[CH:12]=[C:11]2[C:6]([CH2:7][CH:8]([NH:17][CH2:14][CH2:15][CH3:16])[CH2:9][O:10]2)=[CH:5][CH:4]=1. The catalyst class is: 46. (5) Reactant: [CH:1]([S:4][C:5]1[CH:10]=[CH:9][CH:8]=[CH:7][C:6]=1[C@H:11]1[C@@H:15]([C:16]([O:18][CH3:19])=[O:17])[CH2:14][CH2:13][N:12]1[C:20]([O:22][C:23]([CH3:26])([CH3:25])[CH3:24])=[O:21])([CH3:3])[CH3:2].[OH:27]OS([O-])=O.[K+].[OH2:33]. Product: [CH:1]([S:4]([C:5]1[CH:10]=[CH:9][CH:8]=[CH:7][C:6]=1[C@H:11]1[C@@H:15]([C:16]([O:18][CH3:19])=[O:17])[CH2:14][CH2:13][N:12]1[C:20]([O:22][C:23]([CH3:24])([CH3:26])[CH3:25])=[O:21])(=[O:27])=[O:33])([CH3:3])[CH3:2]. The catalyst class is: 5. (6) Reactant: [CH2:1]([NH:8][CH2:9][CH2:10][C:11]#[N:12])[C:2]1[CH:7]=[CH:6][CH:5]=[CH:4][CH:3]=1.[OH-].[Na+].[CH2:15](Br)[CH:16]=[CH:17][C:18]1[CH:23]=[CH:22][CH:21]=[CH:20][CH:19]=1.O. Product: [CH2:1]([N:8]([CH2:15]/[CH:16]=[CH:17]/[C:18]1[CH:23]=[CH:22][CH:21]=[CH:20][CH:19]=1)[CH2:9][CH2:10][C:11]#[N:12])[C:2]1[CH:7]=[CH:6][CH:5]=[CH:4][CH:3]=1. The catalyst class is: 2. (7) Reactant: [Cl:1][C:2]1[NH:3][C:4]([C:11]2[CH:16]=[CH:15][CH:14]=[CH:13][CH:12]=2)=[CH:5][C:6]=1[C:7]([O:9][CH3:10])=[O:8].C(CC(OC)=O)#N.C(Br)C(C1C=CC=CC=1)=O.[O-]S(C(F)(F)[F:39])(=O)=O.ClC1C=CC=C(Cl)[N+]=1F. Product: [Cl:1][C:2]1[NH:3][C:4]([C:11]2[CH:16]=[CH:15][CH:14]=[CH:13][CH:12]=2)=[C:5]([F:39])[C:6]=1[C:7]([O:9][CH3:10])=[O:8]. The catalyst class is: 10. (8) Reactant: [CH2:1]([O:8][C:9]1[CH:10]=[C:11]2[C:16](=[CH:17][CH:18]=1)[CH2:15][CH:14]([CH:19]([O:25][Si:26]([C:29]([CH3:32])([CH3:31])[CH3:30])([CH3:28])[CH3:27])[C:20]1[O:21][CH:22]=[CH:23][N:24]=1)[CH2:13][CH2:12]2)[C:2]1[CH:7]=[CH:6][CH:5]=[CH:4][CH:3]=1.[Li]CCCC.[I:38]I. Product: [CH2:1]([O:8][C:9]1[CH:10]=[C:11]2[C:16](=[CH:17][CH:18]=1)[CH2:15][CH:14]([CH:19]([O:25][Si:26]([C:29]([CH3:32])([CH3:31])[CH3:30])([CH3:27])[CH3:28])[C:20]1[O:21][C:22]([I:38])=[CH:23][N:24]=1)[CH2:13][CH2:12]2)[C:2]1[CH:7]=[CH:6][CH:5]=[CH:4][CH:3]=1. The catalyst class is: 49. (9) Reactant: [NH2:1][C:2]1[CH:3]=[N:4][CH:5]=[C:6]([Br:8])[CH:7]=1.[CH3:9][C:10]([O:13][C:14](O[C:14]([O:13][C:10]([CH3:12])([CH3:11])[CH3:9])=[O:15])=[O:15])([CH3:12])[CH3:11].O. Product: [C:10]([O:13][C:14](=[O:15])[NH:1][C:2]1[CH:3]=[N:4][CH:5]=[C:6]([Br:8])[CH:7]=1)([CH3:12])([CH3:11])[CH3:9]. The catalyst class is: 3. (10) Reactant: [BH4-].[Na+].[C:3]([O:11][C@@H:12]1[CH2:20][C@@H:15]2[O:16][C:17](=[O:19])[CH2:18][C@@H:14]2[C@H:13]1[CH:21]=[O:22])(=[O:10])[C:4]1[CH:9]=[CH:8][CH:7]=[CH:6][CH:5]=1.C(Cl)Cl.C(O)(=O)CC(CC(O)=O)(C(O)=O)O. Product: [C:3]([O:11][C@@H:12]1[CH2:20][C@@H:15]2[O:16][C:17](=[O:19])[CH2:18][C@@H:14]2[C@@H:13]1[CH2:21][OH:22])(=[O:10])[C:4]1[CH:5]=[CH:6][CH:7]=[CH:8][CH:9]=1. The catalyst class is: 5.